Dataset: Tyrosyl-DNA phosphodiesterase HTS with 341,365 compounds. Task: Binary Classification. Given a drug SMILES string, predict its activity (active/inactive) in a high-throughput screening assay against a specified biological target. (1) The molecule is o1c2c(c(CN3CCCC3)c(O)cc2)c(c1)C(=O)c1ccc(OC)cc1. The result is 0 (inactive). (2) The molecule is s1c(Cn2nccc2NC(=O)Nc2c(OC)cccc2)ccc1. The result is 0 (inactive). (3) The result is 0 (inactive). The molecule is O=C(N1CCN(CC1)c1nc(N2CCN(CC2)C(=O)C(n2nnc(c2)CCC(O)=O)CCCC[NH3+])nc(n1)NCCOCCOCCOCC#C)C(n1nnc(c1)CCCC[NH3+])C(CC)C. (4) The drug is o1c(c(C(=O)N\N=C(\c2c3c(ccc2)cccc3)C)cc1)C. The result is 0 (inactive). (5) The drug is Clc1c(NC(=O)C(=O)N\N=C\c2cc3OCOc3cc2)cccc1. The result is 0 (inactive). (6) The drug is o1c(C(=O)N2CCCCCC2)ccc1[N+]([O-])=O. The result is 0 (inactive). (7) The compound is Fc1ccc(/C=C(\C(=O)N2CCN(CC2)C)C#N)cc1. The result is 0 (inactive).